The task is: Predict which catalyst facilitates the given reaction.. This data is from Catalyst prediction with 721,799 reactions and 888 catalyst types from USPTO. Reactant: [F:1][C:2]1[CH:7]=[CH:6][C:5]([S:8]([Cl:11])(=[O:10])=[O:9])=[CH:4][CH:3]=1.[CH3:12][O:13][CH2:14][C:15]1[CH:20]=[CH:19][C:18]([C:21]2[C:22]([N:27]3[CH2:32][CH2:31][N:30]([CH2:33][CH2:34][NH:35][CH3:36])[CH2:29][CH2:28]3)=[N:23][CH:24]=[CH:25][N:26]=2)=[CH:17][CH:16]=1.N1CCOCC1. Product: [ClH:11].[F:1][C:2]1[CH:7]=[CH:6][C:5]([S:8]([N:35]([CH2:34][CH2:33][N:30]2[CH2:29][CH2:28][N:27]([C:22]3[C:21]([C:18]4[CH:19]=[CH:20][C:15]([CH2:14][O:13][CH3:12])=[CH:16][CH:17]=4)=[N:26][CH:25]=[CH:24][N:23]=3)[CH2:32][CH2:31]2)[CH3:36])(=[O:10])=[O:9])=[CH:4][CH:3]=1. The catalyst class is: 4.